Dataset: Full USPTO retrosynthesis dataset with 1.9M reactions from patents (1976-2016). Task: Predict the reactants needed to synthesize the given product. (1) Given the product [C:1]([OH:13])(=[O:12])[CH2:2][C:3]([CH2:8][C:9]([OH:11])=[O:10])([C:5]([OH:7])=[O:6])[OH:4].[C:14]([OH:26])(=[O:25])[CH2:15][C:16]([CH2:21][C:22]([OH:24])=[O:23])([C:18]([OH:20])=[O:19])[OH:17].[CH3:27][O:28][CH2:29][CH2:30][CH2:31][S:32]([C:35]1[CH:40]=[CH:39][C:38]([C:41]2[CH:46]=[CH:45][C:44]([CH2:69][CH2:68][N:70]3[CH2:63][CH2:62][CH2:57][C@H:56]3[CH3:55])=[CH:43][CH:42]=2)=[CH:37][CH:36]=1)(=[O:33])=[O:34], predict the reactants needed to synthesize it. The reactants are: [C:1]([OH:13])(=[O:12])[CH2:2][C:3]([CH2:8][C:9]([OH:11])=[O:10])([C:5]([OH:7])=[O:6])[OH:4].[C:14]([OH:26])(=[O:25])[CH2:15][C:16]([CH2:21][C:22]([OH:24])=[O:23])([C:18]([OH:20])=[O:19])[OH:17].[CH3:27][O:28][CH2:29][CH2:30][CH2:31][S:32]([C:35]1[CH:40]=[CH:39][C:38]([C:41]2[CH:46]=[CH:45][CH:44]=[CH:43][C:42]=2CCN2CCC[C@H]2C)=[CH:37][CH:36]=1)(=[O:34])=[O:33].[C:55](O)(=O)[CH2:56][C:57]([CH2:62][C:63](O)=O)(C(O)=O)O.[C:68](#[N:70])[CH3:69]. (2) The reactants are: [C@@H:1]12[CH2:6][C@@H:5]1[C:4](=[O:7])[O:3][C:2]2=[O:8].[CH3:9][C:10]([OH:13])([CH3:12])[CH3:11]. Given the product [C:10]([O:13][C:4]([C@H:5]1[CH2:6][C@H:1]1[C:2]([OH:8])=[O:3])=[O:7])([CH3:12])([CH3:11])[CH3:9], predict the reactants needed to synthesize it.